This data is from hERG potassium channel inhibition data for cardiac toxicity prediction from Karim et al.. The task is: Regression/Classification. Given a drug SMILES string, predict its toxicity properties. Task type varies by dataset: regression for continuous values (e.g., LD50, hERG inhibition percentage) or binary classification for toxic/non-toxic outcomes (e.g., AMES mutagenicity, cardiotoxicity, hepatotoxicity). Dataset: herg_karim. The result is 0 (non-blocker). The compound is O=C(NC1CCN(Cc2ccn(-c3ccc(C(F)(F)F)cc3)c2)CC1)N1CCC(O)C1.